This data is from Reaction yield outcomes from USPTO patents with 853,638 reactions. The task is: Predict the reaction yield, written as a fraction of the theoretical maximum amount of product (1.0 means a 100% yield; for example, 0.34 means a 34% yield). (1) The reactants are [CH3:1][O:2][C:3]1[CH:4]=[C:5]2[C:10](=[CH:11][C:12]=1[O:13][CH3:14])[N:9]=[CH:8][N:7]=[C:6]2[O:15][C:16]1[CH:22]=[CH:21][C:19]([NH2:20])=[C:18]([O:23][CH3:24])[CH:17]=1.ClC(Cl)(O[C:29](=[O:35])OC(Cl)(Cl)Cl)Cl.[NH2:37][N:38]1[CH2:43][CH2:42][CH2:41][CH2:40][CH2:39]1.C(=O)(O)[O-].[Na+]. The catalyst is C(Cl)Cl.C(N(CC)CC)C.C1(C)C=CC=CC=1. The product is [CH3:1][O:2][C:3]1[CH:4]=[C:5]2[C:10](=[CH:11][C:12]=1[O:13][CH3:14])[N:9]=[CH:8][N:7]=[C:6]2[O:15][C:16]1[CH:22]=[CH:21][C:19]([NH:20][C:29]([NH:37][N:38]2[CH2:43][CH2:42][CH2:41][CH2:40][CH2:39]2)=[O:35])=[C:18]([O:23][CH3:24])[CH:17]=1. The yield is 0.650. (2) The reactants are [CH3:1][C:2]1[C:3]([CH:8]2[CH2:13][CH2:12][CH2:11][CH:10]([C:14]3[C:19]([CH3:20])=[CH:18][CH:17]=[CH:16][N:15]=3)[NH:9]2)=[N:4][CH:5]=[CH:6][CH:7]=1.Br[CH2:22][C:23]1[C:24]([C:29]#[N:30])=[CH:25][CH:26]=[CH:27][CH:28]=1.CCN(C(C)C)C(C)C. The catalyst is CN(C=O)C. The product is [CH3:1][C:2]1[C:3]([CH:8]2[CH2:13][CH2:12][CH2:11][CH:10]([C:14]3[C:19]([CH3:20])=[CH:18][CH:17]=[CH:16][N:15]=3)[N:9]2[CH2:22][C:23]2[CH:28]=[CH:27][CH:26]=[CH:25][C:24]=2[C:29]#[N:30])=[N:4][CH:5]=[CH:6][CH:7]=1. The yield is 0.910.